This data is from Catalyst prediction with 721,799 reactions and 888 catalyst types from USPTO. The task is: Predict which catalyst facilitates the given reaction. (1) Reactant: CC(OC(/N=N/C(OC(C)C)=O)=O)C.[CH3:15][C:16]1[N:21]=[C:20]([CH2:22]O)[CH:19]=[CH:18][CH:17]=1.C1(P(C2C=CC=CC=2)C2C=CC=CC=2)C=CC=CC=1.[C:43]1(=[O:53])[C:51]2[C:46](=[CH:47][CH:48]=[CH:49][CH:50]=2)[C:45](=[O:52])[NH:44]1. Product: [CH3:15][C:16]1[N:21]=[C:20]([CH2:22][N:44]2[C:45](=[O:52])[C:46]3[C:51](=[CH:50][CH:49]=[CH:48][CH:47]=3)[C:43]2=[O:53])[CH:19]=[CH:18][CH:17]=1. The catalyst class is: 1. (2) Reactant: [Cl:1][C:2]1[C:11]2[C:6](=[CH:7][CH:8]=[C:9]([C:12](Cl)=[O:13])[CH:10]=2)[C:5]([Cl:15])=[CH:4][N:3]=1.Cl.[C:17]([O:21][C:22](=[O:29])[CH:23]([CH2:25][CH:26]([CH3:28])[CH3:27])[NH2:24])([CH3:20])([CH3:19])[CH3:18].CCN(CC)CC. Product: [C:17]([O:21][C:22](=[O:29])[CH:23]([CH2:25][CH:26]([CH3:27])[CH3:28])[NH:24][C:12]([C:9]1[CH:10]=[C:11]2[C:6]([C:5]([Cl:15])=[CH:4][N:3]=[C:2]2[Cl:1])=[CH:7][CH:8]=1)=[O:13])([CH3:20])([CH3:19])[CH3:18]. The catalyst class is: 2. (3) Reactant: [NH2:1][C:2]1[CH:7]=[CH:6][CH:5]=[CH:4][C:3]=1[NH:8][C:9]1[N:17]=[C:16]2[C:12]([N:13]=[C:14]([CH2:19][N:20]3[CH2:25][CH2:24][CH:23]([C:26]([OH:29])([CH3:28])[CH3:27])[CH2:22][CH2:21]3)[N:15]2[CH3:18])=[C:11]([N:30]2[CH2:35][CH2:34][O:33][CH2:32][CH2:31]2)[N:10]=1.[N:36]#[C:37]Br. Product: [NH2:36][C:37]1[N:8]([C:9]2[N:17]=[C:16]3[C:12]([N:13]=[C:14]([CH2:19][N:20]4[CH2:21][CH2:22][CH:23]([C:26]([OH:29])([CH3:28])[CH3:27])[CH2:24][CH2:25]4)[N:15]3[CH3:18])=[C:11]([N:30]3[CH2:31][CH2:32][O:33][CH2:34][CH2:35]3)[N:10]=2)[C:3]2[CH:4]=[CH:5][CH:6]=[CH:7][C:2]=2[N:1]=1. The catalyst class is: 8. (4) Reactant: [Br:1][C:2]1[CH:3]=[C:4]([CH:12]=[CH:13][C:14]=1[Br:15])[CH2:5][N:6]1[CH2:11][CH2:10][NH:9][CH2:8][CH2:7]1.[F:16][C:17]1[CH:18]=[C:19]([N:23]=[C:24]=[O:25])[CH:20]=[CH:21][CH:22]=1. Product: [F:16][C:17]1[CH:18]=[C:19]([NH:23][C:24]([N:9]2[CH2:10][CH2:11][N:6]([CH2:5][C:4]3[CH:12]=[CH:13][C:14]([Br:15])=[C:2]([Br:1])[CH:3]=3)[CH2:7][CH2:8]2)=[O:25])[CH:20]=[CH:21][CH:22]=1. The catalyst class is: 2. (5) Reactant: [F:1][C:2]([F:14])([F:13])[C:3]1[N:4]=[C:5]2[C:10]([NH2:11])=[CH:9][CH:8]=[CH:7][N:6]2[CH:12]=1.C1C(=O)N([Br:22])C(=O)C1.O. Product: [Br:22][C:7]1[N:6]2[CH:12]=[C:3]([C:2]([F:1])([F:13])[F:14])[N:4]=[C:5]2[C:10]([NH2:11])=[CH:9][CH:8]=1. The catalyst class is: 3. (6) Reactant: [OH:1][CH2:2][C:3]1[C:8]2[CH:9]([OH:15])[CH2:10][CH2:11][CH2:12][CH2:13][CH2:14][C:7]=2[CH:6]=[CH:5][CH:4]=1.C(N(CC)CC)C.[C:23]([Si:27]([CH3:30])([CH3:29])Cl)([CH3:26])([CH3:25])[CH3:24].O. Product: [Si:27]([O:1][CH2:2][C:3]1[C:8]2[CH:9]([OH:15])[CH2:10][CH2:11][CH2:12][CH2:13][CH2:14][C:7]=2[CH:6]=[CH:5][CH:4]=1)([C:23]([CH3:26])([CH3:25])[CH3:24])([CH3:30])[CH3:29]. The catalyst class is: 7. (7) Reactant: Cl[C:2]1[C:11]([CH3:12])=[CH:10][C:9]2[C:4](=[CH:5][CH:6]=[C:7]([N+:13]([O-:15])=[O:14])[CH:8]=2)[N:3]=1.[N:16]1([CH:22]=[O:23])[CH2:21][CH2:20][NH:19][CH2:18][CH2:17]1.O. Product: [CH3:12][C:11]1[C:2]([N:19]2[CH2:20][CH2:21][N:16]([CH:22]=[O:23])[CH2:17][CH2:18]2)=[N:3][C:4]2[C:9]([CH:10]=1)=[CH:8][C:7]([N+:13]([O-:15])=[O:14])=[CH:6][CH:5]=2. The catalyst class is: 3. (8) Reactant: [F:1][C:2]1([F:20])[CH2:4][CH:3]1[CH2:5][C:6]1([OH:19])[CH2:11][CH2:10][N:9](C(OC(C)(C)C)=O)[CH2:8][CH2:7]1.C(O)(C(F)(F)F)=O. Product: [F:20][C:2]1([F:1])[CH2:4][CH:3]1[CH2:5][C:6]1([OH:19])[CH2:7][CH2:8][NH:9][CH2:10][CH2:11]1. The catalyst class is: 2. (9) Reactant: [H-].[Na+].[C:3]1([NH:9][NH2:10])[CH:8]=[CH:7][CH:6]=[CH:5][CH:4]=1.Br[C:12]1[S:13][CH:14]=[CH:15][N:16]=1. Product: [C:3]1([N:9]([C:12]2[S:13][CH:14]=[CH:15][N:16]=2)[NH2:10])[CH:8]=[CH:7][CH:6]=[CH:5][CH:4]=1. The catalyst class is: 12.